Dataset: Full USPTO retrosynthesis dataset with 1.9M reactions from patents (1976-2016). Task: Predict the reactants needed to synthesize the given product. (1) Given the product [CH3:13][C:7]1([CH3:14])[O:8][CH2:9][C:10](=[O:12])[NH:11][C:5]2[CH:4]=[CH:3][C:2]([C:21]3[CH:20]=[CH:19][CH:18]=[C:17]([F:16])[C:22]=3[F:23])=[CH:15][C:6]1=2, predict the reactants needed to synthesize it. The reactants are: Br[C:2]1[CH:3]=[CH:4][C:5]2[NH:11][C:10](=[O:12])[CH2:9][O:8][C:7]([CH3:14])([CH3:13])[C:6]=2[CH:15]=1.[F:16][C:17]1[C:22]([F:23])=[CH:21][CH:20]=[CH:19][C:18]=1B(O)O. (2) Given the product [CH3:29][O:28][C:25]1[CH:26]=[CH:27][C:22]([CH2:21][O:20][C@@H:15]2[C@@H:16](/[CH:18]=[CH:43]/[O:44][CH3:45])[O:17][C@H:11]3[C@H:12]([N:13]=[C:9]([N:8]([CH3:40])[CH3:7])[S:10]3)[C@H:14]2[O:30][CH2:31][C:32]2[CH:33]=[CH:34][C:35]([O:38][CH3:39])=[CH:36][CH:37]=2)=[CH:23][CH:24]=1, predict the reactants needed to synthesize it. The reactants are: CC([O-])(C)C.[K+].[CH3:7][N:8]([CH3:40])[C:9]1[S:10][C@H:11]2[O:17][C@H:16]([CH:18]=O)[C@@H:15]([O:20][CH2:21][C:22]3[CH:27]=[CH:26][C:25]([O:28][CH3:29])=[CH:24][CH:23]=3)[C@H:14]([O:30][CH2:31][C:32]3[CH:37]=[CH:36][C:35]([O:38][CH3:39])=[CH:34][CH:33]=3)[C@H:12]2[N:13]=1.C1[CH2:45][O:44][CH2:43]C1. (3) Given the product [CH2:1]([O:8][N:9]1[C:10](=[O:11])[C:12]2[CH:17]=[C:16]([F:18])[C:15]([Cl:19])=[N:14][C:13]=2[N:27]([CH2:23][CH2:24][CH2:25][CH3:26])[C:28]1=[O:29])[C:2]1[CH:7]=[CH:6][CH:5]=[CH:4][CH:3]=1, predict the reactants needed to synthesize it. The reactants are: [CH2:1]([O:8][NH:9][C:10]([C:12]1[C:13](Cl)=[N:14][C:15]([Cl:19])=[C:16]([F:18])[CH:17]=1)=[O:11])[C:2]1[CH:7]=[CH:6][CH:5]=[CH:4][CH:3]=1.[H-].[Na+].[CH2:23]([N:27]=[C:28]=[O:29])[CH2:24][CH2:25][CH3:26]. (4) The reactants are: [CH3:1][Si:2]([CH3:33])([CH3:32])[CH2:3][CH2:4][O:5][CH2:6][N:7]1[C:15]2[CH2:14][CH:13]([C:16]3[CH:17]=NN(COCC[Si](C)(C)C)C=3)[CH2:12][CH2:11][C:10]=2[C:9]([C:29]([OH:31])=[O:30])=[N:8]1.[Si:34]([O:41][CH:42]1C2(CCC(=O)CC2)CC[CH2:43]1)([C:37]([CH3:40])([CH3:39])[CH3:38])([CH3:36])[CH3:35]. Given the product [Si:34]([O:41][CH:42]1[C:13]2([CH2:14][C:15]3[N:7]([CH2:6][O:5][CH2:4][CH2:3][Si:2]([CH3:33])([CH3:32])[CH3:1])[N:8]=[C:9]([C:29]([OH:31])=[O:30])[C:10]=3[CH2:11][CH2:12]2)[CH2:16][CH2:17][CH2:43]1)([C:37]([CH3:40])([CH3:39])[CH3:38])([CH3:36])[CH3:35], predict the reactants needed to synthesize it. (5) Given the product [CH3:39][N:35]1[C:34]2[C:40]([CH3:42])=[CH:41][C:31]([C:29]([C:25]3[N:26]=[CH:27][N:28]=[C:23]([N:15]4[CH2:16][CH2:17][CH:12]([N:9]5[CH2:10][CH2:11][C:5]6[CH:4]=[C:3]([O:2][CH3:1])[CH:21]=[CH:20][C:6]=6[NH:7][C:8]5=[O:19])[CH2:13][CH:14]4[CH3:18])[CH:24]=3)=[O:30])=[CH:32][C:33]=2[O:37][C:36]1=[O:38], predict the reactants needed to synthesize it. The reactants are: [CH3:1][O:2][C:3]1[CH:21]=[CH:20][C:6]2[NH:7][C:8](=[O:19])[N:9]([CH:12]3[CH2:17][CH2:16][NH:15][CH:14]([CH3:18])[CH2:13]3)[CH2:10][CH2:11][C:5]=2[CH:4]=1.Cl[C:23]1[N:28]=[CH:27][N:26]=[C:25]([C:29]([C:31]2[CH:41]=[C:40]([CH3:42])[C:34]3[N:35]([CH3:39])[C:36](=[O:38])[O:37][C:33]=3[CH:32]=2)=[O:30])[CH:24]=1. (6) Given the product [Cl:1][C:2]1[CH:7]=[CH:6][C:5]([CH2:8][CH2:9][NH:10][C:12]2[CH:17]=[C:16]([C:18]3[CH:26]=[CH:25][CH:24]=[C:23]4[C:19]=3[CH:20]=[CH:21][NH:22]4)[N:15]=[C:14]([NH2:27])[N:13]=2)=[CH:4][CH:3]=1, predict the reactants needed to synthesize it. The reactants are: [Cl:1][C:2]1[CH:7]=[CH:6][C:5]([CH2:8][CH2:9][NH2:10])=[CH:4][CH:3]=1.Cl[C:12]1[CH:17]=[C:16]([C:18]2[CH:26]=[CH:25][CH:24]=[C:23]3[C:19]=2[CH:20]=[CH:21][NH:22]3)[N:15]=[C:14]([NH2:27])[N:13]=1. (7) Given the product [C:12]([O:11][C:9]([N:4]1[CH2:5][CH2:6][C@H:7]([O:8][CH3:22])[C@H:2]([F:1])[CH2:3]1)=[O:10])([CH3:15])([CH3:14])[CH3:13], predict the reactants needed to synthesize it. The reactants are: [F:1][C@H:2]1[C@@H:7]([OH:8])[CH2:6][CH2:5][N:4]([C:9]([O:11][C:12]([CH3:15])([CH3:14])[CH3:13])=[O:10])[CH2:3]1.[H-].[Na+].S(OC)(O[CH3:22])(=O)=O.N.